Dataset: Forward reaction prediction with 1.9M reactions from USPTO patents (1976-2016). Task: Predict the product of the given reaction. (1) Given the reactants [Br:1][C:2]1[CH:3]=[CH:4][C:5]([OH:13])=[C:6]([CH2:8][C:9]([O:11][CH3:12])=[O:10])[CH:7]=1.C(=O)([O-])[O-].[Cs+].[Cs+].I[CH2:21][CH3:22], predict the reaction product. The product is: [Br:1][C:2]1[CH:3]=[CH:4][C:5]([O:13][CH2:21][CH3:22])=[C:6]([CH2:8][C:9]([O:11][CH3:12])=[O:10])[CH:7]=1. (2) Given the reactants [F:1][C:2]1[C:7]([O:8][CH3:9])=[CH:6][C:5]([O:10][CH3:11])=[C:4]([F:12])[C:3]=1[N:13]1[CH2:22][C:21]2[CH:20]=[N:19][C:18]3[N:23]([S:26]([C:29]4[CH:34]=[CH:33][CH:32]=[CH:31][CH:30]=4)(=[O:28])=[O:27])[CH:24]=[CH:25][C:17]=3[C:16]=2[C:15]([CH3:36])([CH3:35])[C:14]1=[O:37].C([N-]C(C)C)(C)C.[Li+].CN(C)[CH:48]=[O:49], predict the reaction product. The product is: [F:12][C:4]1[C:5]([O:10][CH3:11])=[CH:6][C:7]([O:8][CH3:9])=[C:2]([F:1])[C:3]=1[N:13]1[CH2:22][C:21]2[CH:20]=[N:19][C:18]3[N:23]([S:26]([C:29]4[CH:34]=[CH:33][CH:32]=[CH:31][CH:30]=4)(=[O:27])=[O:28])[C:24]([CH:48]=[O:49])=[CH:25][C:17]=3[C:16]=2[C:15]([CH3:35])([CH3:36])[C:14]1=[O:37]. (3) Given the reactants [Cl:1][C:2]1[CH:3]=[C:4]([C:8]2[C:13]3[N:14]([CH2:27][C@H:28]4[CH2:33][CH2:32][C@H:31]([CH3:34])[CH2:30][CH2:29]4)[C:15]([C:17]([C:20]4[C:25]([F:26])=[CH:24][CH:23]=[CH:22][N:21]=4)(O)[CH3:18])=[N:16][C:12]=3[CH:11]=[C:10]([C:35]#[N:36])[N:9]=2)[CH:5]=[N:6][CH:7]=1.CCN(S(F)(F)[F:43])CC, predict the reaction product. The product is: [Cl:1][C:2]1[CH:3]=[C:4]([C:8]2[C:13]3[N:14]([CH2:27][C@H:28]4[CH2:33][CH2:32][C@H:31]([CH3:34])[CH2:30][CH2:29]4)[C:15]([C:17]([F:43])([C:20]4[C:25]([F:26])=[CH:24][CH:23]=[CH:22][N:21]=4)[CH3:18])=[N:16][C:12]=3[CH:11]=[C:10]([C:35]#[N:36])[N:9]=2)[CH:5]=[N:6][CH:7]=1. (4) Given the reactants [CH2:1]([N:8]1[CH2:13][CH2:12][N:11]([CH2:14][C:15]2[CH:20]=[CH:19][CH:18]=[CH:17][CH:16]=2)[CH2:10][C@@H:9]1[CH:21]=[CH2:22])[C:2]1[CH:7]=[CH:6][CH:5]=[CH:4][CH:3]=1.C12BC(CCC1)CCC2.I[C:33]1[CH:38]=[CH:37][CH:36]=[CH:35][C:34]=1[O:39][CH3:40].C1(P(C2C=CC=CC=2)C2C=CC=CC=2)C=CC=CC=1.[OH-].[Na+], predict the reaction product. The product is: [CH2:1]([N:8]1[CH2:13][CH2:12][N:11]([CH2:14][C:15]2[CH:20]=[CH:19][CH:18]=[CH:17][CH:16]=2)[CH2:10][C@@H:9]1[CH2:21][CH2:22][C:33]1[CH:38]=[CH:37][CH:36]=[CH:35][C:34]=1[O:39][CH3:40])[C:2]1[CH:3]=[CH:4][CH:5]=[CH:6][CH:7]=1. (5) Given the reactants N1C(Cl)=NC(Cl)=NC=1Cl.C(N(CC)CC)C.[F:17][CH:18]([F:35])[O:19][C:20]1[CH:21]=[CH:22][C:23]([C:32]([OH:34])=O)=[C:24]2[C:28]=1[O:27][C:26]([CH2:29][O:30][CH3:31])=[CH:25]2.[CH3:36][C:37]1[C:41]([NH2:42])=[C:40]([CH3:43])[O:39][N:38]=1, predict the reaction product. The product is: [CH3:36][C:37]1[C:41]([NH:42][C:32]([C:23]2[CH:22]=[CH:21][C:20]([O:19][CH:18]([F:17])[F:35])=[C:28]3[O:27][C:26]([CH2:29][O:30][CH3:31])=[CH:25][C:24]=23)=[O:34])=[C:40]([CH3:43])[O:39][N:38]=1.